Dataset: Reaction yield outcomes from USPTO patents with 853,638 reactions. Task: Predict the reaction yield, written as a fraction of the theoretical maximum amount of product (1.0 means a 100% yield; for example, 0.34 means a 34% yield). (1) The reactants are [CH3:1][C:2]1[CH2:7][CH2:6][CH2:5][C:4]([CH3:9])([CH3:8])[C:3]=1[CH2:10][CH2:11][CH2:12][CH2:13][CH2:14][CH2:15][CH2:16][CH2:17][C:18]([O:20]CC)=[O:19].[OH-].[K+].O. The catalyst is C(O)C. The product is [CH3:1][C:2]1[CH2:7][CH2:6][CH2:5][C:4]([CH3:8])([CH3:9])[C:3]=1[CH2:10][CH2:11][CH2:12][CH2:13][CH2:14][CH2:15][CH2:16][CH2:17][C:18]([OH:20])=[O:19]. The yield is 0.920. (2) The reactants are [O:1]1[CH2:6][CH2:5][CH:4]([NH:7][CH:8]([C:10]2[CH:15]=[C:14]([N:16]([CH2:25][O:26][CH2:27][CH2:28][Si:29]([CH3:32])([CH3:31])[CH3:30])[CH2:17][O:18][CH2:19][CH2:20][Si:21]([CH3:24])([CH3:23])[CH3:22])[N:13]3[N:33]=[CH:34][CH:35]=[C:12]3[N:11]=2)[CH3:9])[CH2:3][CH2:2]1.C1C(=O)N([I:43])C(=O)C1.S([O-])([O-])(=O)=S.[Na+].[Na+]. The catalyst is C(#N)C. The product is [I:43][C:35]1[CH:34]=[N:33][N:13]2[C:14]([N:16]([CH2:25][O:26][CH2:27][CH2:28][Si:29]([CH3:32])([CH3:31])[CH3:30])[CH2:17][O:18][CH2:19][CH2:20][Si:21]([CH3:24])([CH3:22])[CH3:23])=[CH:15][C:10]([CH:8]([NH:7][CH:4]3[CH2:5][CH2:6][O:1][CH2:2][CH2:3]3)[CH3:9])=[N:11][C:12]=12. The yield is 0.690. (3) The reactants are [CH3:1][O:2][CH2:3][O:4][C:5]1[CH:10]=[CH:9][C:8](Br)=[C:7]([O:12][CH2:13][O:14][CH3:15])[CH:6]=1.CN(C)CCN(C)C.[Li]CCCC.C[O:30][C:31]1[CH2:35][CH2:34][C:33](=O)[CH:32]=1.Cl. The catalyst is C1COCC1. The product is [CH3:15][O:14][CH2:13][O:12][C:7]1[CH:6]=[C:5]([O:4][CH2:3][O:2][CH3:1])[CH:10]=[CH:9][C:8]=1[C:33]1[CH2:34][CH2:35][C:31](=[O:30])[CH:32]=1. The yield is 0.130. (4) The reactants are C[O:2][C:3]([C:5]12[CH2:14][CH:9]3[CH2:10][CH:11]([CH2:13][C:7]([NH:15][C:16]([C:18]4[CH:23]=[CH:22][CH:21]=[CH:20][N:19]=4)=[O:17])([CH2:8]3)[CH2:6]1)[CH2:12]2)=[O:4].O1CCCC1.O.[OH-].[Li+]. The catalyst is O. The product is [N:19]1[CH:20]=[CH:21][CH:22]=[CH:23][C:18]=1[C:16]([NH:15][C:7]12[CH2:13][CH:11]3[CH2:10][CH:9]([CH2:14][C:5]([C:3]([OH:4])=[O:2])([CH2:12]3)[CH2:6]1)[CH2:8]2)=[O:17]. The yield is 0.930.